This data is from Full USPTO retrosynthesis dataset with 1.9M reactions from patents (1976-2016). The task is: Predict the reactants needed to synthesize the given product. The reactants are: C1COCC1.B.[CH3:7][O:8][C:9]1[CH:27]=[CH:26][C:12]([C:13]([N:15]([C:17]2[CH:25]=[CH:24][C:20]([C:21](O)=[O:22])=[CH:19][CH:18]=2)[CH3:16])=[O:14])=[CH:11][CH:10]=1.Cl. Given the product [OH:22][CH2:21][C:20]1[CH:19]=[CH:18][C:17]([N:15]([CH3:16])[C:13](=[O:14])[C:12]2[CH:26]=[CH:27][C:9]([O:8][CH3:7])=[CH:10][CH:11]=2)=[CH:25][CH:24]=1, predict the reactants needed to synthesize it.